From a dataset of Forward reaction prediction with 1.9M reactions from USPTO patents (1976-2016). Predict the product of the given reaction. (1) Given the reactants C(O[CH:4]=[C:5]([C:10]#[N:11])[CH:6](O)C#N)C.[CH:12]([NH:15][NH2:16])([CH3:14])[CH3:13].C([N:19](CC)CC)C, predict the reaction product. The product is: [NH2:11][C:10]1[N:15]([CH:12]([CH3:14])[CH3:13])[N:16]=[CH:4][C:5]=1[C:6]#[N:19]. (2) Given the reactants C(=O)([O-])[O-].[Cs+].[Cs+].Br[CH2:8][C:9]([CH3:20])([CH3:19])[CH2:10][O:11][Si:12]([C:15]([CH3:18])([CH3:17])[CH3:16])([CH3:14])[CH3:13].[Br:21][C:22]1[CH:23]=[C:24]2[C:29](=[CH:30][CH:31]=1)[C:28](=[O:32])[NH:27][CH:26]=[CH:25]2, predict the reaction product. The product is: [Br:21][C:22]1[CH:23]=[C:24]2[C:29](=[CH:30][CH:31]=1)[C:28](=[O:32])[N:27]([CH2:8][C:9]([CH3:20])([CH3:19])[CH2:10][O:11][Si:12]([C:15]([CH3:18])([CH3:17])[CH3:16])([CH3:14])[CH3:13])[CH:26]=[CH:25]2. (3) Given the reactants C(OC([N:8]1[CH2:12][C@@H:11]([CH2:13][N:14]([CH:31]([CH3:33])[CH3:32])[C:15](=[O:30])[C:16]2[CH:21]=[CH:20][C:19]([O:22][CH3:23])=[C:18]([O:24][CH2:25][CH2:26][CH2:27][O:28][CH3:29])[CH:17]=2)[C@H:10]([NH2:34])[CH2:9]1)=O)(C)(C)C.[CH3:35][O:36][C:37]1[CH:42]=[CH:41][C:40]([S:43](Cl)(=[O:45])=[O:44])=[CH:39][CH:38]=1.CC#N.O.CC#N, predict the reaction product. The product is: [CH:31]([N:14]([CH2:13][C@@H:11]1[C@@H:10]([NH:34][S:43]([C:40]2[CH:41]=[CH:42][C:37]([O:36][CH3:35])=[CH:38][CH:39]=2)(=[O:45])=[O:44])[CH2:9][NH:8][CH2:12]1)[C:15](=[O:30])[C:16]1[CH:21]=[CH:20][C:19]([O:22][CH3:23])=[C:18]([O:24][CH2:25][CH2:26][CH2:27][O:28][CH3:29])[CH:17]=1)([CH3:33])[CH3:32].